Task: Predict the product of the given reaction.. Dataset: Forward reaction prediction with 1.9M reactions from USPTO patents (1976-2016) Given the reactants [C@H:1]12[CH2:7][C@H:4]([NH:5][CH2:6]1)[CH2:3][N:2]2[C:8]1[CH:17]=[CH:16][CH:15]=[C:14]2[C:9]=1[CH:10]=[CH:11][C:12]([CH3:18])=[N:13]2.Cl[CH2:20][CH2:21][C:22]1[CH:23]=[CH:24][C:25]2[O:30][CH2:29][C:28](=[O:31])[NH:27][C:26]=2[CH:32]=1, predict the reaction product. The product is: [CH3:18][C:12]1[CH:11]=[CH:10][C:9]2[C:14](=[CH:15][CH:16]=[CH:17][C:8]=2[N:2]2[CH2:3][C@@H:4]3[CH2:7][C@H:1]2[CH2:6][N:5]3[CH2:20][CH2:21][C:22]2[CH:23]=[CH:24][C:25]3[O:30][CH2:29][C:28](=[O:31])[NH:27][C:26]=3[CH:32]=2)[N:13]=1.